From a dataset of Retrosynthesis with 50K atom-mapped reactions and 10 reaction types from USPTO. Predict the reactants needed to synthesize the given product. (1) Given the product O=C(c1ccc([N+](=O)[O-])cc1)N1Cc2cccn2Cc2sccc21, predict the reactants needed to synthesize it. The reactants are: O=C(Cl)c1ccc([N+](=O)[O-])cc1.c1cc2n(c1)Cc1sccc1NC2. (2) Given the product Cc1cccnc1C(=O)c1cc(C)c(C)o1, predict the reactants needed to synthesize it. The reactants are: Cc1cccnc1C(O)c1cc(C)c(C)o1. (3) Given the product Cc1cc(-c2cncnc2)cc(C(=O)Nc2ccn(C)n2)n1, predict the reactants needed to synthesize it. The reactants are: CCOC(=O)c1cc(-c2cncnc2)cc(C)n1.Cn1ccc(N)n1. (4) Given the product Cn1ccc(NC(=O)c2cc(Oc3cc(F)cc(F)c3)c3c(c2)OC(C)(C)C3)n1, predict the reactants needed to synthesize it. The reactants are: CC1(C)Cc2c(Oc3cc(F)cc(F)c3)cc(C(=O)O)cc2O1.Cn1ccc(N)n1. (5) Given the product Cc1cc([N+](=O)[O-])ccc1Oc1ccnc(N)c1, predict the reactants needed to synthesize it. The reactants are: Cc1cc([N+](=O)[O-])ccc1O.Nc1cc(Cl)ccn1. (6) Given the product Cc1cc(=O)c2ccc(OCCCN3CCC(NC(=O)c4ccccc4)CC3)cc2o1, predict the reactants needed to synthesize it. The reactants are: Cc1cc(=O)c2ccc(O)cc2o1.O=C(NC1CCN(CCCCl)CC1)c1ccccc1.